From a dataset of Catalyst prediction with 721,799 reactions and 888 catalyst types from USPTO. Predict which catalyst facilitates the given reaction. (1) The catalyst class is: 1. Reactant: [CH2:1]([N:8]1[CH2:24][CH2:23][C:12]2=[C:13]([CH2:20][CH2:21][OH:22])[C:14]3[CH:15]=[CH:16][CH:17]=[CH:18][C:19]=3[N:11]2[CH2:10][CH2:9]1)[C:2]1[CH:7]=[CH:6][CH:5]=[CH:4][CH:3]=1.[C:25]1(O)[CH:30]=[CH:29][CH:28]=[CH:27][CH:26]=1.C1(P(C2C=CC=CC=2)C2C=CC=CC=2)C=CC=CC=1.CCOC(/N=N/C(OCC)=O)=O. Product: [CH2:1]([N:8]1[CH2:24][CH2:23][C:12]2=[C:13]([CH2:20][CH2:21][O:22][C:25]3[CH:30]=[CH:29][CH:28]=[CH:27][CH:26]=3)[C:14]3[CH:15]=[CH:16][CH:17]=[CH:18][C:19]=3[N:11]2[CH2:10][CH2:9]1)[C:2]1[CH:7]=[CH:6][CH:5]=[CH:4][CH:3]=1. (2) Reactant: Cl.[Cl:2][C:3]1[CH:22]=[CH:21][C:6]([C:7]([NH:9][C:10]2[CH:15]=[CH:14][C:13]([CH:16]3[CH2:20][CH2:19][NH:18][CH2:17]3)=[CH:12][CH:11]=2)=[O:8])=[CH:5][CH:4]=1.[C:23]([O-])(=O)[CH3:24].[Na+].C(=O)C.C(O[BH-](OC(=O)C)OC(=O)C)(=O)C.[Na+].N. Product: [Cl:2][C:3]1[CH:4]=[CH:5][C:6]([C:7]([NH:9][C:10]2[CH:15]=[CH:14][C:13]([CH:16]3[CH2:20][CH2:19][N:18]([CH2:23][CH3:24])[CH2:17]3)=[CH:12][CH:11]=2)=[O:8])=[CH:21][CH:22]=1. The catalyst class is: 478.